Dataset: Full USPTO retrosynthesis dataset with 1.9M reactions from patents (1976-2016). Task: Predict the reactants needed to synthesize the given product. (1) Given the product [CH3:1][N:2]([CH3:31])[C:3](=[O:30])[CH2:4][N:5]1[C:14]2[C:9](=[N:10][CH:11]=[C:12]([CH2:15][C:16]3[CH:21]=[CH:20][C:19]([F:22])=[CH:18][CH:17]=3)[CH:13]=2)[C:8]([OH:23])=[C:7]([C:24]([NH:32][CH2:33][CH2:34][CH2:35][OH:36])=[O:25])[C:6]1=[O:29], predict the reactants needed to synthesize it. The reactants are: [CH3:1][N:2]([CH3:31])[C:3](=[O:30])[CH2:4][N:5]1[C:14]2[C:9](=[N:10][CH:11]=[C:12]([CH2:15][C:16]3[CH:21]=[CH:20][C:19]([F:22])=[CH:18][CH:17]=3)[CH:13]=2)[C:8]([OH:23])=[C:7]([C:24](OCC)=[O:25])[C:6]1=[O:29].[NH2:32][CH2:33][CH2:34][CH2:35][OH:36]. (2) Given the product [CH3:1][C:2]1[CH:3]=[C:4]([NH:16][C:17]2[C:27]3[CH:26]=[C:25]([C:28]([N:34]4[CH2:35][CH2:36][N:31]([CH2:37][CH2:38][OH:39])[CH2:32][CH2:33]4)=[O:30])[CH2:24][CH2:23][NH:22][C:21]=3[N:20]=[CH:19][N:18]=2)[CH:5]=[CH:6][C:7]=1[O:8][C:9]1[CH:10]=[N:11][C:12]([CH3:15])=[CH:13][CH:14]=1, predict the reactants needed to synthesize it. The reactants are: [CH3:1][C:2]1[CH:3]=[C:4]([NH:16][C:17]2[C:27]3[CH:26]=[C:25]([C:28]([OH:30])=O)[CH2:24][CH2:23][NH:22][C:21]=3[N:20]=[CH:19][N:18]=2)[CH:5]=[CH:6][C:7]=1[O:8][C:9]1[CH:10]=[N:11][C:12]([CH3:15])=[CH:13][CH:14]=1.[N:31]1([CH2:37][CH2:38][OH:39])[CH2:36][CH2:35][NH:34][CH2:33][CH2:32]1.Cl.C(N=C=NCCCN(C)C)C.O.ON1C2C=CC=CC=2N=N1. (3) Given the product [CH2:1]([O:8][C:9](=[O:19])[CH2:10][C:11]1([OH:18])[CH2:16][CH2:15][CH:14]([NH:27][CH2:20][C:21]2[CH:26]=[CH:25][CH:24]=[CH:23][CH:22]=2)[CH2:13][CH2:12]1)[C:2]1[CH:7]=[CH:6][CH:5]=[CH:4][CH:3]=1, predict the reactants needed to synthesize it. The reactants are: [CH2:1]([O:8][C:9](=[O:19])[CH2:10][C:11]1([OH:18])[CH2:16][CH2:15][C:14](=O)[CH2:13][CH2:12]1)[C:2]1[CH:7]=[CH:6][CH:5]=[CH:4][CH:3]=1.[CH2:20]([NH2:27])[C:21]1[CH:26]=[CH:25][CH:24]=[CH:23][CH:22]=1. (4) Given the product [C:21]([O:20][C:18]([N:15]1[CH2:14][CH2:13][N:12]([C:4]2[CH:5]=[C:6]([C:8]([F:10])([F:9])[F:11])[CH:7]=[C:2]([Si:32]([CH2:31][Br:30])([CH3:35])[CH3:34])[CH:3]=2)[CH2:17][CH2:16]1)=[O:19])([CH3:24])([CH3:23])[CH3:22], predict the reactants needed to synthesize it. The reactants are: Br[C:2]1[CH:3]=[C:4]([N:12]2[CH2:17][CH2:16][N:15]([C:18]([O:20][C:21]([CH3:24])([CH3:23])[CH3:22])=[O:19])[CH2:14][CH2:13]2)[CH:5]=[C:6]([C:8]([F:11])([F:10])[F:9])[CH:7]=1.C([Li])(C)(C)C.[Br:30][CH2:31][Si:32]([CH3:35])([CH3:34])Cl.O. (5) Given the product [Cl:27][CH2:26][C@H:13]1[C:12]2[C:11]3[CH:28]=[CH:29][CH:30]=[CH:31][C:10]=3[C:9]([OH:8])=[CH:17][C:16]=2[N:15]([C:18](=[O:25])[CH2:19][CH2:20][CH2:21][C:22]([OH:24])=[O:23])[CH2:14]1, predict the reactants needed to synthesize it. The reactants are: C([O:8][C:9]1[C:10]2[CH:31]=[CH:30][CH:29]=[CH:28][C:11]=2[C:12]2[C@H:13]([CH2:26][Cl:27])[CH2:14][N:15]([C:18](=[O:25])[CH2:19][CH2:20][CH2:21][C:22]([OH:24])=[O:23])[C:16]=2[CH:17]=1)C1C=CC=CC=1. (6) Given the product [CH:15]1([N:9]2[C:10](=[O:11])[C:5]3[C:6](=[CH:12][CH:13]=[CH:14][C:4]=3[N+:1]([O-:3])=[O:2])[C:7]2=[O:8])[CH2:19][CH2:18][CH2:17][CH2:16]1, predict the reactants needed to synthesize it. The reactants are: [N+:1]([C:4]1[CH:14]=[CH:13][CH:12]=[C:6]2[C:7]([NH:9][C:10](=[O:11])[C:5]=12)=[O:8])([O-:3])=[O:2].[CH:15]1(O)[CH2:19][CH2:18][CH2:17][CH2:16]1.C1(P(C2C=CC=CC=2)C2C=CC=CC=2)C=CC=CC=1.N(C(OCC)=O)=NC(OCC)=O. (7) Given the product [CH3:20][O:19][C:16]1[CH:17]=[C:18]2[C:13](=[CH:14][C:15]=1[O:21][CH3:22])[N:12]=[CH:11][CH:10]=[C:9]2[O:8][C:7]1[C:2]([C:2]2[CH:7]=[CH:6][CH:5]=[C:4]([CH3:23])[N:3]=2)=[N:3][C:4]([CH3:23])=[CH:5][CH:6]=1, predict the reactants needed to synthesize it. The reactants are: I[C:2]1[C:7]([O:8][C:9]2[C:18]3[C:13](=[CH:14][C:15]([O:21][CH3:22])=[C:16]([O:19][CH3:20])[CH:17]=3)[N:12]=[CH:11][CH:10]=2)=[CH:6][CH:5]=[C:4]([CH3:23])[N:3]=1.O.